Dataset: Forward reaction prediction with 1.9M reactions from USPTO patents (1976-2016). Task: Predict the product of the given reaction. (1) The product is: [Br:14][C:5]1[O:1][C:2]([C:6]2[CH:11]=[CH:10][N:9]=[C:8]([O:12][CH3:13])[N:7]=2)=[CH:3][CH:4]=1. Given the reactants [O:1]1[CH:5]=[CH:4][CH:3]=[C:2]1[C:6]1[CH:11]=[CH:10][N:9]=[C:8]([O:12][CH3:13])[N:7]=1.[Br:14]N1C(=O)CCC1=O, predict the reaction product. (2) Given the reactants [C:1](/[N:5]=[C:6](\[NH2:11])/[N:7]=[C:8]([NH2:10])[NH2:9])([CH3:4])([CH3:3])[CH3:2].[F:12][C:13]1[C:14]([C:20](OC)=O)=[N:15][C:16]([F:19])=[CH:17][CH:18]=1.CO[Na].O, predict the reaction product. The product is: [C:1]([NH:5][C:6]1[N:7]=[C:8]([NH2:10])[N:9]=[C:20]([C:14]2[C:13]([F:12])=[CH:18][CH:17]=[C:16]([F:19])[N:15]=2)[N:11]=1)([CH3:4])([CH3:2])[CH3:3]. (3) Given the reactants NC1C=CC(S(NC2C=CC=CC=2C)(=O)=O)=CC=1.[CH3:19][O:20][C:21]1[CH:26]=[CH:25][C:24]([NH:27][S:28]([C:31]2[CH:36]=[CH:35][C:34]([N+:37]([O-])=O)=[CH:33][CH:32]=2)(=[O:30])=[O:29])=[CH:23][CH:22]=1, predict the reaction product. The product is: [NH2:37][C:34]1[CH:35]=[CH:36][C:31]([S:28]([NH:27][C:24]2[CH:25]=[CH:26][C:21]([O:20][CH3:19])=[CH:22][CH:23]=2)(=[O:29])=[O:30])=[CH:32][CH:33]=1. (4) The product is: [Cl:28][C:29]1[CH:34]=[C:33]([Cl:35])[CH:32]=[CH:31][C:30]=1[CH2:36][NH:37][C:38]([N:16]1[CH2:17][CH2:18][CH:13]([O:12][C:7]2[CH:8]=[CH:9][CH:10]=[CH:11][C:6]=2[S:3]([CH3:2])(=[O:5])=[O:4])[CH2:14][CH2:15]1)=[O:39]. Given the reactants Cl.[CH3:2][S:3]([C:6]1[CH:11]=[CH:10][CH:9]=[CH:8][C:7]=1[O:12][CH:13]1[CH2:18][CH2:17][NH:16][CH2:15][CH2:14]1)(=[O:5])=[O:4].C(N(C(C)C)CC)(C)C.[Cl:28][C:29]1[CH:34]=[C:33]([Cl:35])[CH:32]=[CH:31][C:30]=1[CH2:36][N:37]=[C:38]=[O:39], predict the reaction product. (5) Given the reactants [Br:1][C:2]1[CH:3]=[CH:4][C:5](/[C:8](=[N:13]\[CH3:14])/[C:9]([F:12])([F:11])[F:10])=[N:6][CH:7]=1.C([BH3-])#N.[Na+], predict the reaction product. The product is: [Br:1][C:2]1[CH:3]=[CH:4][C:5]([CH:8]([NH:13][CH3:14])[C:9]([F:10])([F:11])[F:12])=[N:6][CH:7]=1.